This data is from Full USPTO retrosynthesis dataset with 1.9M reactions from patents (1976-2016). The task is: Predict the reactants needed to synthesize the given product. (1) Given the product [Li+:8].[CH3:2][CH:1]([N-:4][CH:5]([CH3:7])[CH3:6])[CH3:3].[CH3:24][O:25][C:26]([CH:20]1[C:21](=[O:23])[CH2:22][CH:15]2[N:14]([CH3:13])[CH:19]1[CH2:18][S:17][CH2:16]2)=[O:27], predict the reactants needed to synthesize it. The reactants are: [CH:1]([NH:4][CH:5]([CH3:7])[CH3:6])([CH3:3])[CH3:2].[Li:8]CCCC.[CH3:13][N:14]1[CH:19]2[CH2:20][C:21](=[O:23])[CH2:22][CH:15]1[CH2:16][S:17][CH2:18]2.[CH3:24][O:25][C:26](C#N)=[O:27]. (2) Given the product [Cl:1][C:2]1[CH:7]=[C:6]([O:8][CH3:9])[CH:5]=[CH:4][C:3]=1[C:10]1[N:11]=[C:12]([N:16]([C:20]2[CH:25]=[C:24]([CH2:26][OH:27])[CH:23]=[CH:22][C:21]=2[O:29][CH3:30])[CH2:17][CH2:18][CH3:19])[S:13][C:14]=1[CH3:15], predict the reactants needed to synthesize it. The reactants are: [Cl:1][C:2]1[CH:7]=[C:6]([O:8][CH3:9])[CH:5]=[CH:4][C:3]=1[C:10]1[N:11]=[C:12]([N:16]([C:20]2[CH:25]=[C:24]([C:26](O)=[O:27])[CH:23]=[CH:22][C:21]=2[O:29][CH3:30])[CH2:17][CH2:18][CH3:19])[S:13][C:14]=1[CH3:15].[H-].[Al+3].[Li+].[H-].[H-].[H-].ClCCl.C(OCC)(=O)C. (3) Given the product [F:1][CH:2]([F:27])[C:3]1[CH:26]=[CH:25][C:6]([O:7][C:8]2[C:13]3[CH:14]=[C:15]([C:17]([N:29]([CH3:30])[CH3:28])=[O:18])[O:16][C:12]=3[CH:11]=[C:10]([C:20]([O:22][CH2:23][CH3:24])=[O:21])[CH:9]=2)=[CH:5][CH:4]=1, predict the reactants needed to synthesize it. The reactants are: [F:1][CH:2]([F:27])[C:3]1[CH:26]=[CH:25][C:6]([O:7][C:8]2[C:13]3[CH:14]=[C:15]([C:17](O)=[O:18])[O:16][C:12]=3[CH:11]=[C:10]([C:20]([O:22][CH2:23][CH3:24])=[O:21])[CH:9]=2)=[CH:5][CH:4]=1.[CH3:28][N:29](C(ON1N=NC2C=CC=NC1=2)=[N+](C)C)[CH3:30].F[P-](F)(F)(F)(F)F.CCN(C(C)C)C(C)C.Cl.CNC.